Dataset: Full USPTO retrosynthesis dataset with 1.9M reactions from patents (1976-2016). Task: Predict the reactants needed to synthesize the given product. (1) Given the product [Cl:22][C:2]1[N:3]=[CH:4][N:5]=[C:6]2[C:13]=1[C:12]1[C@H:11]([CH2:14][C:15]([O:17][CH2:18][CH3:19])=[O:16])[CH2:10][CH2:9][C:8]=1[S:7]2, predict the reactants needed to synthesize it. The reactants are: O[C:2]1[N:3]=[CH:4][N:5]=[C:6]2[C:13]=1[C:12]1[C@H:11]([CH2:14][C:15]([O:17][CH2:18][CH3:19])=[O:16])[CH2:10][CH2:9][C:8]=1[S:7]2.P(Cl)(Cl)([Cl:22])=O. (2) Given the product [CH3:15][C:14]1[O:13][C:12]([C:16]2[CH:21]=[CH:20][CH:19]=[CH:18][CH:17]=2)=[N:11][C:10]=1[CH2:9][CH2:8][C:5]1[S:6][CH:7]=[C:3]([CH2:2][O:22][C:23]2[CH:24]=[C:25]([CH2:29][C:30]([O:32][CH3:33])=[O:31])[CH:26]=[CH:27][CH:28]=2)[N:4]=1, predict the reactants needed to synthesize it. The reactants are: Cl[CH2:2][C:3]1[N:4]=[C:5]([CH2:8][CH2:9][C:10]2[N:11]=[C:12]([C:16]3[CH:21]=[CH:20][CH:19]=[CH:18][CH:17]=3)[O:13][C:14]=2[CH3:15])[S:6][CH:7]=1.[OH:22][C:23]1[CH:24]=[C:25]([CH2:29][C:30]([O:32][CH3:33])=[O:31])[CH:26]=[CH:27][CH:28]=1.CN(C)C=O.[H-].[Na+]. (3) Given the product [O:17]([C:14]1[CH:13]=[CH:12][C:11]([C:10]2[C:3]3[C:2]([NH2:1])=[N:7][CH:6]=[N:5][C:4]=3[N:8]([C@@H:24]3[CH2:29][CH2:28][CH2:27][NH:26][CH2:25]3)[CH:9]=2)=[CH:16][CH:15]=1)[C:18]1[CH:23]=[CH:22][CH:21]=[CH:20][CH:19]=1, predict the reactants needed to synthesize it. The reactants are: [NH2:1][C:2]1[C:3]2[C:10]([C:11]3[CH:16]=[CH:15][C:14]([O:17][C:18]4[CH:23]=[CH:22][CH:21]=[CH:20][CH:19]=4)=[CH:13][CH:12]=3)=[CH:9][N:8]([C@@H:24]3[CH2:29][CH2:28][CH2:27][N:26](C(OC(C)(C)C)=O)[CH2:25]3)[C:4]=2[N:5]=[CH:6][N:7]=1.C(O)(C(F)(F)F)=O. (4) Given the product [C:1]1([C:7]2[N:8]=[C:9]([C:12]3[C:13](=[O:23])[O:14][C:15]4[C:20]([CH:21]=3)=[CH:19][CH:18]=[C:17]([O:22][C:24](=[O:26])[CH3:25])[CH:16]=4)[S:10][CH:11]=2)[CH:6]=[CH:5][CH:4]=[CH:3][CH:2]=1, predict the reactants needed to synthesize it. The reactants are: [C:1]1([C:7]2[N:8]=[C:9]([C:12]3[C:13](=[O:23])[O:14][C:15]4[C:20]([CH:21]=3)=[CH:19][CH:18]=[C:17]([OH:22])[CH:16]=4)[S:10][CH:11]=2)[CH:6]=[CH:5][CH:4]=[CH:3][CH:2]=1.[C:24](OC(=O)C)(=[O:26])[CH3:25]. (5) Given the product [NH2:7][C:8]1[CH:13]=[C:12]([CH2:14][C:15]([C:17]2[CH:18]=[CH:19][CH:20]=[CH:21][CH:22]=2)([OH:23])[CH3:16])[CH:11]=[CH:10][N:9]=1, predict the reactants needed to synthesize it. The reactants are: C(OC(=O)[NH:7][C:8]1[CH:13]=[C:12]([CH2:14][C:15]([OH:23])([C:17]2[CH:22]=[CH:21][CH:20]=[CH:19][CH:18]=2)[CH3:16])[CH:11]=[CH:10][N:9]=1)(C)(C)C.FC(F)(F)C(O)=O.CCOC(C)=O.C([O-])(O)=O.[Na+]. (6) Given the product [CH:31]1([CH2:30][N:17]2[CH2:16][CH2:15][N:14]([C:13]3[CH:12]=[CH:11][C:10]([N:20]4[CH2:25][C@H:24]([CH3:26])[O:23][C@H:22]([CH3:27])[CH2:21]4)=[CH:9][C:8]=3[CH:5]3[CH2:4][CH2:3][C:2]([CH3:28])([CH3:1])[CH2:7][CH2:6]3)[CH2:19][CH2:18]2)[CH2:34][CH2:33][CH2:32]1, predict the reactants needed to synthesize it. The reactants are: [CH3:1][C:2]1([CH3:28])[CH2:7][CH2:6][CH:5]([C:8]2[CH:9]=[C:10]([N:20]3[CH2:25][C@H:24]([CH3:26])[O:23][C@H:22]([CH3:27])[CH2:21]3)[CH:11]=[CH:12][C:13]=2[N:14]2[CH2:19][CH2:18][NH:17][CH2:16][CH2:15]2)[CH2:4][CH2:3]1.Br[CH2:30][CH:31]1[CH2:34][CH2:33][CH2:32]1.C(=O)([O-])[O-].[K+].[K+].C(=O)([O-])O.[Na+]. (7) Given the product [OH:22][C:9]1([CH2:8][C:6]2[CH:5]=[CH:4][CH:3]=[C:2]([NH:23][C:24]3[S:25][CH:26]=[CH:27][N:28]=3)[N:7]=2)[CH2:14][CH2:13][N:12]([C:15]([O:17][C:18]([CH3:21])([CH3:20])[CH3:19])=[O:16])[CH2:11][CH2:10]1, predict the reactants needed to synthesize it. The reactants are: Cl[C:2]1[N:7]=[C:6]([CH2:8][C:9]2([OH:22])[CH2:14][CH2:13][N:12]([C:15]([O:17][C:18]([CH3:21])([CH3:20])[CH3:19])=[O:16])[CH2:11][CH2:10]2)[CH:5]=[CH:4][CH:3]=1.[NH2:23][C:24]1[S:25][CH:26]=[CH:27][N:28]=1.CC1(C)C2C=CC=C(P(C3C=CC=CC=3)C3C=CC=CC=3)C=2OC2C1=CC=CC=2P(C1C=CC=CC=1)C1C=CC=CC=1.C(=O)([O-])[O-].[Na+].[Na+].C(=O)([O-])[O-].[Cs+].[Cs+]. (8) The reactants are: [CH3:1][NH:2][C:3]1[CH:8]=[CH:7][N:6]=[C:5]([NH2:9])[CH:4]=1.[O:10]1[C:14]2[CH:15]=[CH:16][C:17]([C:19](=O)[CH2:20]Br)=[CH:18][C:13]=2[O:12][CH2:11]1. Given the product [O:10]1[C:14]2[CH:15]=[CH:16][C:17]([C:19]3[N:9]=[C:5]4[CH:4]=[C:3]([NH:2][CH3:1])[CH:8]=[CH:7][N:6]4[CH:20]=3)=[CH:18][C:13]=2[O:12][CH2:11]1, predict the reactants needed to synthesize it. (9) Given the product [C:11]([C:8]1[NH:9][C:10]2[C:6]([C:7]=1[S:14]([N:17]1[CH2:22][CH2:21][O:20][C@H:19]([CH2:23][O:24][C:25]3[CH:26]=[CH:27][CH:28]=[CH:29][CH:30]=3)[CH2:18]1)(=[O:16])=[O:15])=[CH:5][C:4]([Cl:31])=[CH:3][C:2]=2[NH:1][C:32](=[O:38])[CH2:33][CH2:34][C:35]([OH:37])=[O:36])(=[O:12])[NH2:13], predict the reactants needed to synthesize it. The reactants are: [NH2:1][C:2]1[CH:3]=[C:4]([Cl:31])[CH:5]=[C:6]2[C:10]=1[NH:9][C:8]([C:11]([NH2:13])=[O:12])=[C:7]2[S:14]([N:17]1[CH2:22][CH2:21][O:20][C@H:19]([CH2:23][O:24][C:25]2[CH:30]=[CH:29][CH:28]=[CH:27][CH:26]=2)[CH2:18]1)(=[O:16])=[O:15].[C:32]1(=[O:38])[O:37][C:35](=[O:36])[CH2:34][CH2:33]1. (10) Given the product [O:16]1[C:20]2([CH2:25][CH2:24][CH:23]([NH:26][C:27]([N:1]3[CH2:6][CH2:5][C:4]4([C:14]5[C:9](=[CH:10][CH:11]=[CH:12][CH:13]=5)[C:8](=[O:15])[O:7]4)[CH2:3][CH2:2]3)=[O:28])[CH2:22][CH2:21]2)[O:19][CH2:18][CH2:17]1, predict the reactants needed to synthesize it. The reactants are: [NH:1]1[CH2:6][CH2:5][C:4]2([C:14]3[C:9](=[CH:10][CH:11]=[CH:12][CH:13]=3)[C:8](=[O:15])[O:7]2)[CH2:3][CH2:2]1.[O:16]1[C:20]2([CH2:25][CH2:24][CH:23]([NH:26][C:27](Cl)=[O:28])[CH2:22][CH2:21]2)[O:19][CH2:18][CH2:17]1.